Predict the product of the given reaction. From a dataset of Forward reaction prediction with 1.9M reactions from USPTO patents (1976-2016). (1) Given the reactants [C:1]([NH:5][C:6]1[N:7]=[C:8](Cl)[CH:9]=[C:10]2[C:15]=1[C:14](=[O:16])[N:13]([CH2:17][CH2:18][OH:19])[CH:12]=[CH:11]2)([CH3:4])([CH3:3])[CH3:2].[NH2:21][C:22]1[CH:27]=[N:26][CH:25]=[CH:24][N:23]=1.CC1(C)C2C(=C(P(C3C=CC=CC=3)C3C=CC=CC=3)C=CC=2)OC2C(P(C3C=CC=CC=3)C3C=CC=CC=3)=CC=CC1=2.C([O-])([O-])=O.[Cs+].[Cs+], predict the reaction product. The product is: [C:1]([NH:5][C:6]1[N:7]=[C:8]([NH:21][C:22]2[CH:27]=[N:26][CH:25]=[CH:24][N:23]=2)[CH:9]=[C:10]2[C:15]=1[C:14](=[O:16])[N:13]([CH2:17][CH2:18][OH:19])[CH:12]=[CH:11]2)([CH3:4])([CH3:3])[CH3:2]. (2) Given the reactants [C:1]([C:3]1[CH:8]=[CH:7][C:6]([C:9]2[CH:14]=[CH:13][C:12](O)=[C:11]([C:16]3[NH:20][C:19]4[CH:21]=[CH:22][C:23]([C:25]#[N:26])=[CH:24][C:18]=4[N:17]=3)[CH:10]=2)=[CH:5][CH:4]=1)#[N:2].C(C1C(O)=C(C2C=CC(C#N)=CC=2)C=CC=1)=[O:28], predict the reaction product. The product is: [C:1]([C:3]1[CH:8]=[CH:7][C:6]([C:9]2[CH:14]=[CH:13][CH:12]=[C:11]([C:16]3[NH:20][C:19]4[CH:21]=[CH:22][C:23]([C:25]#[N:26])=[CH:24][C:18]=4[N:17]=3)[C:10]=2[OH:28])=[CH:5][CH:4]=1)#[N:2]. (3) Given the reactants [C:1]([NH:6][C:7]1[CH:8]=[CH:9][C:10]([CH3:26])=[C:11]([C:13]2[CH2:14][CH2:15][N:16]([C:19]([O:21][C:22]([CH3:25])([CH3:24])[CH3:23])=[O:20])[CH2:17][CH:18]=2)[CH:12]=1)(=[O:5])[CH:2]([CH3:4])[CH3:3].[H][H], predict the reaction product. The product is: [C:1]([NH:6][C:7]1[CH:8]=[CH:9][C:10]([CH3:26])=[C:11]([CH:13]2[CH2:14][CH2:15][N:16]([C:19]([O:21][C:22]([CH3:23])([CH3:25])[CH3:24])=[O:20])[CH2:17][CH2:18]2)[CH:12]=1)(=[O:5])[CH:2]([CH3:4])[CH3:3]. (4) Given the reactants [C:1]1([C:7]#[CH:8])[CH:6]=[CH:5][CH:4]=[CH:3][CH:2]=1.CCN(CC)CC.Br[C:17]1[CH:18]=[N:19][CH:20]=[CH:21][C:22]=1[CH3:23], predict the reaction product. The product is: [CH3:23][C:22]1[CH:21]=[CH:20][N:19]=[CH:18][C:17]=1[C:8]#[C:7][C:1]1[CH:6]=[CH:5][CH:4]=[CH:3][CH:2]=1. (5) Given the reactants FC(F)(F)S(O[C:7]1[CH:12]=[CH:11][C:10]([C@@H:13]2[C@@H:16]([CH2:17][CH2:18][C@@H:19]([C:21]3[CH:26]=[CH:25][C:24]([F:27])=[CH:23][CH:22]=3)[OH:20])[C:15](=[O:28])[N:14]2[C:29]2[CH:34]=[CH:33][C:32]([F:35])=[CH:31][CH:30]=2)=[CH:9][CH:8]=1)(=O)=O.[C:38](=[O:41])([O-])[O-].[K+].[K+].[C:44]1(B(O)O)[CH:49]=[CH:48][C:47](B(O)O)=[CH:46][CH:45]=1, predict the reaction product. The product is: [C:7]1([C:44]2[CH:49]=[CH:48][C:47]([C:7]3[CH:8]=[CH:9][C:10]([C@H:13]4[N:14]([C:29]5[CH:34]=[CH:33][C:32]([F:35])=[CH:31][CH:30]=5)[C:15](=[O:28])[C@@H:16]4[CH2:17][CH2:18][C@H:38]([OH:41])[C:21]4[CH:26]=[CH:25][C:24]([F:27])=[CH:23][CH:22]=4)=[CH:11][CH:12]=3)=[CH:46][CH:45]=2)[CH:8]=[CH:9][C:10]([C@H:13]2[N:14]([C:29]3[CH:34]=[CH:33][C:32]([F:35])=[CH:31][CH:30]=3)[C:15](=[O:28])[C@@H:16]2[CH2:17][CH2:18][C@@H:19]([C:21]2[CH:22]=[CH:23][C:24]([F:27])=[CH:25][CH:26]=2)[OH:20])=[CH:11][CH:12]=1. (6) Given the reactants Br[CH:2]([CH2:15][CH2:16][CH2:17][CH2:18]Br)[C:3]([O:5][CH:6]([CH3:14])[C:7](=[O:13])[N:8]1[CH2:12][CH2:11][CH2:10][CH2:9]1)=[O:4].[Na+].[I-].C(N(CC)CC)C.Cl.[CH2:30]([NH2:33])[CH:31]=[CH2:32], predict the reaction product. The product is: [CH2:30]([N:33]1[CH2:18][CH2:17][CH2:16][CH2:15][CH:2]1[C:3]([O:5][C@@H:6]([CH3:14])[C:7](=[O:13])[N:8]1[CH2:12][CH2:11][CH2:10][CH2:9]1)=[O:4])[CH:31]=[CH2:32]. (7) Given the reactants Br[CH2:2][C:3]1[CH:8]=[CH:7][CH:6]=[C:5]([O:9][CH3:10])[CH:4]=1.[Br:11][C:12]1[CH:13]=[CH:14][C:15]([OH:21])=[C:16]([CH:20]=1)[C:17]([OH:19])=[O:18].[C:22](=[O:25])([O-])[O-].[K+].[K+], predict the reaction product. The product is: [Br:11][C:12]1[CH:13]=[CH:14][C:15]([O:21][CH2:2][C:3]2[CH:8]=[CH:7][CH:6]=[C:5]([O:25][CH3:22])[CH:4]=2)=[C:16]([CH:20]=1)[C:17]([O:19][CH2:2][C:3]1[CH:8]=[CH:7][CH:6]=[C:5]([O:9][CH3:10])[CH:4]=1)=[O:18].